Predict the product of the given reaction. From a dataset of Forward reaction prediction with 1.9M reactions from USPTO patents (1976-2016). (1) Given the reactants [Cl:1][C:2]1[C:3]([S:20](=[O:23])(=[O:22])[NH2:21])=[N:4][CH:5]=[C:6]([C:10]=1[NH:11][C:12]1[CH:17]=[CH:16][C:15]([F:18])=[CH:14][C:13]=1[CH3:19])[C:7]([OH:9])=O.Cl.[C:25]1([C:31]2([C:37]#[N:38])[CH2:36][CH2:35][NH:34][CH2:33][CH2:32]2)[CH:30]=[CH:29][CH:28]=[CH:27][CH:26]=1, predict the reaction product. The product is: [Cl:1][C:2]1[C:3]([S:20]([NH2:21])(=[O:23])=[O:22])=[N:4][CH:5]=[C:6]([C:7]([N:34]2[CH2:35][CH2:36][C:31]([C:37]#[N:38])([C:25]3[CH:26]=[CH:27][CH:28]=[CH:29][CH:30]=3)[CH2:32][CH2:33]2)=[O:9])[C:10]=1[NH:11][C:12]1[CH:17]=[CH:16][C:15]([F:18])=[CH:14][C:13]=1[CH3:19]. (2) Given the reactants O1[C:5]2([CH2:10][CH2:9][CH:8]([N:11]3[CH:15]=[C:14]([C:16]4[CH:17]=[C:18]([NH:23][C:24]5[N:29]=[C:28]([C:30]([F:33])([F:32])[F:31])[CH:27]=[CH:26][N:25]=5)[CH:19]=[C:20]([CH3:22])[CH:21]=4)[CH:13]=[N:12]3)[CH2:7][CH2:6]2)[O:4]CC1.Cl, predict the reaction product. The product is: [CH3:22][C:20]1[CH:21]=[C:16]([C:14]2[CH:13]=[N:12][N:11]([CH:8]3[CH2:9][CH2:10][C:5](=[O:4])[CH2:6][CH2:7]3)[CH:15]=2)[CH:17]=[C:18]([NH:23][C:24]2[N:29]=[C:28]([C:30]([F:33])([F:32])[F:31])[CH:27]=[CH:26][N:25]=2)[CH:19]=1. (3) Given the reactants [CH2:1]([NH:6][C:7]1[N:8]=[CH:9][NH:10][C:11]=1[C:12](SC)=[NH:13])[CH2:2][CH2:3][CH2:4][CH3:5].[CH:16]([NH:18][NH2:19])=O, predict the reaction product. The product is: [CH2:1]([NH:6][C:7]1[N:8]=[CH:9][NH:10][C:11]=1[C:12]1[NH:19][N:18]=[CH:16][N:13]=1)[CH2:2][CH2:3][CH2:4][CH3:5]. (4) Given the reactants [NH2:1][C:2]1[C:3]([CH:9](O)[CH3:10])=[CH:4][C:5]([Cl:8])=[N:6][CH:7]=1.[F:12][C:13]1[CH:14]=[CH:15][C:16]([CH3:22])=[C:17]([C:19](=O)[CH3:20])[CH:18]=1.[OH-].[K+].O1CCOCC1, predict the reaction product. The product is: [Cl:8][C:5]1[CH:4]=[C:3]2[C:2](=[CH:7][N:6]=1)[N:1]=[C:19]([C:17]1[CH:18]=[C:13]([F:12])[CH:14]=[CH:15][C:16]=1[CH3:22])[CH:20]=[C:9]2[CH3:10]. (5) Given the reactants [C:1]([C:3]1[CH:8]=[CH:7][CH:6]=[CH:5][C:4]=1[C:9]1[CH:14]=[CH:13][C:12]([CH2:15][CH:16]([C:21](=O)[CH2:22][CH2:23][CH2:24][CH3:25])[C:17](OC)=[O:18])=[C:11]([F:27])[CH:10]=1)#[N:2].[O:28]1[C:32]2([CH2:37][CH2:36][CH:35]([NH:38][C:39]3[NH:43][CH:42]=[N:41][N:40]=3)[CH2:34][CH2:33]2)[O:31][CH2:30][CH2:29]1.N12CCCN=C1CCCCC2.C(N(CC)C1C=CC=CC=1)C, predict the reaction product. The product is: [CH2:22]([C:21]1[N:40]2[N:41]=[CH:42][N:43]=[C:39]2[N:38]([CH:35]2[CH2:34][CH2:33][C:32]3([O:28][CH2:29][CH2:30][O:31]3)[CH2:37][CH2:36]2)[C:17](=[O:18])[C:16]=1[CH2:15][C:12]1[CH:13]=[CH:14][C:9]([C:4]2[C:3]([C:1]#[N:2])=[CH:8][CH:7]=[CH:6][CH:5]=2)=[CH:10][C:11]=1[F:27])[CH2:23][CH2:24][CH3:25]. (6) Given the reactants [Br:1][C:2]1[N:3]=[CH:4][C:5]2[N:6]([C:8](I)=[CH:9][N:10]=2)[CH:7]=1.C([O-])([O-])=O.[Na+].[Na+].[Cl:18][C:19]1[CH:24]=[CH:23][C:22](B(O)O)=[CH:21][CH:20]=1, predict the reaction product. The product is: [Br:1][C:2]1[N:3]=[CH:4][C:5]2[N:6]([C:8]([C:22]3[CH:23]=[CH:24][C:19]([Cl:18])=[CH:20][CH:21]=3)=[CH:9][N:10]=2)[CH:7]=1.